Dataset: Full USPTO retrosynthesis dataset with 1.9M reactions from patents (1976-2016). Task: Predict the reactants needed to synthesize the given product. Given the product [OH:1][CH:2]1[C:5]2([CH2:6][N:7]([C:9]([O:11][CH2:12][C:13]3[CH:14]=[CH:15][CH:16]=[CH:17][CH:18]=3)=[O:10])[CH2:8]2)[CH2:19][O:20][CH2:3]1, predict the reactants needed to synthesize it. The reactants are: [OH:1][CH:2]([C:5]1([CH2:19][OH:20])[CH2:8][N:7]([C:9]([O:11][CH2:12][C:13]2[CH:18]=[CH:17][CH:16]=[CH:15][CH:14]=2)=[O:10])[CH2:6]1)[CH2:3]O.C1(C)C=CC(S(Cl)(=O)=O)=CC=1.C(N(CC)CC)C.O.